Predict the product of the given reaction. From a dataset of Forward reaction prediction with 1.9M reactions from USPTO patents (1976-2016). (1) Given the reactants [CH3:1][C:2]1[CH:7]=[C:6]([O:8][CH2:9][C:10]2([C:15]3[S:19][C:18]([C:20](O)=[O:21])=[CH:17][CH:16]=3)[CH2:14][CH:13]=[CH:12][CH2:11]2)[CH:5]=[C:4]([CH3:23])[C:3]=1[C:24]1[CH:29]=[CH:28][C:27]([C:30]([F:33])([F:32])[F:31])=[CH:26][CH:25]=1.Cl.[CH3:35][O:36][C:37](=[O:41])[CH2:38][CH2:39][NH2:40].O.ON1C2C=CC=CC=2N=N1.C(N(CC)C(C)C)(C)C.Cl.CN(C)CCCN=C=NCC, predict the reaction product. The product is: [CH3:35][O:36][C:37](=[O:41])[CH2:38][CH2:39][NH:40][C:20]([C:18]1[S:19][C:15]([C:10]2([CH2:9][O:8][C:6]3[CH:5]=[C:4]([CH3:23])[C:3]([C:24]4[CH:25]=[CH:26][C:27]([C:30]([F:32])([F:33])[F:31])=[CH:28][CH:29]=4)=[C:2]([CH3:1])[CH:7]=3)[CH2:11][CH:12]=[CH:13][CH2:14]2)=[CH:16][CH:17]=1)=[O:21]. (2) Given the reactants Br[C:2]1[CH:7]=[CH:6][C:5]([C:8]2([C:11]([O:13][C:14]([CH3:17])([CH3:16])[CH3:15])=[O:12])[CH2:10][CH2:9]2)=[CH:4][CH:3]=1.[NH:18]1[CH2:22][CH2:21][CH2:20][CH2:19]1.CCC([O-])(C)C.[Na+].ClCCl, predict the reaction product. The product is: [N:18]1([C:2]2[CH:7]=[CH:6][C:5]([C:8]3([C:11]([O:13][C:14]([CH3:17])([CH3:16])[CH3:15])=[O:12])[CH2:10][CH2:9]3)=[CH:4][CH:3]=2)[CH2:22][CH2:21][CH2:20][CH2:19]1. (3) Given the reactants [Si]([O:8][CH2:9][CH2:10][NH:11][C:12]1[CH:17]=[CH:16][C:15]([I:18])=[CH:14][CH:13]=1)(C(C)(C)C)(C)C.C([N:21](CC)C(C)C)C.Cl[C:28]1[C:33]([C:34](Cl)=[O:35])=[C:32](Cl)[N:31]=[CH:30][N:29]=1.CCOC(C)=O, predict the reaction product. The product is: [NH2:21][C:28]1[C:33]2[C:34](=[O:35])[N:11]([C:12]3[CH:13]=[CH:14][C:15]([I:18])=[CH:16][CH:17]=3)[CH2:10][CH2:9][O:8][C:32]=2[N:31]=[CH:30][N:29]=1. (4) Given the reactants Br[C:2]1[CH:7]=[CH:6][C:5]([F:8])=[CH:4][CH:3]=1.[Mg].BrCCBr.[CH3:14][C:15]([O:19][Si](C)(C)C)([CH3:18])[C:16]#N.Cl.C(=O)(O)[O-:26].[Na+], predict the reaction product. The product is: [F:8][C:5]1[CH:6]=[CH:7][C:2]([C:16](=[O:26])[C:15]([OH:19])([CH3:14])[CH3:18])=[CH:3][CH:4]=1. (5) Given the reactants [C:1](O)(=O)[CH3:2].[C:5]([C:8]1[CH:13]=[CH:12][C:11]([C:14]2[N:19]=[CH:18][C:17]([C:20]3O[C:23]([C:25]([NH2:27])=N)=[CH:22][CH:21]=3)=[CH:16]C=2)=[CH:10][CH:9]=1)(=[NH:7])N.C[N:29](C=O)C, predict the reaction product. The product is: [C:5]([C:8]1[CH:9]=[CH:10][C:11]([C:14]2[N:19]=[CH:18][C:17]([C:20]3[CH:21]=[CH:22][C:23]([C:25]#[N:27])=[CH:2][CH:1]=3)=[CH:16][N:29]=2)=[CH:12][CH:13]=1)#[N:7]. (6) Given the reactants [Br:1][C:2]1[CH:3]=[C:4]2[C:9](=[O:10])[O:8][C:6](=O)[C:5]2=[CH:11][CH:12]=1.Br.[NH2:14][C@@:15]1([CH3:23])[CH2:20][CH2:19][C:18](=[O:21])[NH:17][C:16]1=[O:22].C([O-])(=O)C.[Na+], predict the reaction product. The product is: [Br:1][C:2]1[CH:3]=[C:4]2[C:5](=[CH:11][CH:12]=1)[C:6](=[O:8])[N:14]([C@@:15]1([CH3:23])[CH2:20][CH2:19][C:18](=[O:21])[NH:17][C:16]1=[O:22])[C:9]2=[O:10]. (7) Given the reactants [CH3:1][C:2]1[CH:3]=[C:4]([N:9]2[C:13](=[O:14])[C:12](=[N:15][NH:16][C:17]3[CH:22]=[CH:21][CH:20]=[C:19](Br)[C:18]=3[O:24][CH3:25])[C:11]([CH3:26])=[N:10]2)[CH:5]=[CH:6][C:7]=1[CH3:8].[C:27]([C:30]1[CH:31]=[C:32](B(O)O)[CH:33]=[CH:34][CH:35]=1)([OH:29])=[O:28].[OH-].[K+].C.Cl, predict the reaction product. The product is: [CH3:1][C:2]1[CH:3]=[C:4]([N:9]2[C:13](=[O:14])[C:12](=[N:15][NH:16][C:17]3[C:18]([O:24][CH3:25])=[C:19]([C:34]4[CH:33]=[CH:32][CH:31]=[C:30]([C:27]([OH:29])=[O:28])[CH:35]=4)[CH:20]=[CH:21][CH:22]=3)[C:11]([CH3:26])=[N:10]2)[CH:5]=[CH:6][C:7]=1[CH3:8]. (8) Given the reactants [CH2:1]([N:5]1[C:13]2[N:12]=[C:11]([Cl:14])[N:10]([CH2:15][CH:16]=[CH2:17])[C:9]=2[C:8](=[O:18])[NH:7][C:6]1=[O:19])[CH2:2][CH2:3][CH3:4].[C:20]([O-:23])([O-])=O.[Cs+].[Cs+].I[CH2:27][CH2:28][CH2:29][CH2:30]I, predict the reaction product. The product is: [CH2:27]([N:7]1[C:8](=[O:18])[C:9]2[N:10]([CH2:15][CH:16]=[CH2:17])[C:11]([Cl:14])=[N:12][C:13]=2[N:5]([CH2:1][CH2:2][CH2:3][CH3:4])[C:20]1=[O:23])[CH2:28][CH2:29][CH2:30][N:7]1[C:8](=[O:18])[C:9]2[N:10]([CH2:15][CH:16]=[CH2:17])[C:11]([Cl:14])=[N:12][C:13]=2[N:5]([CH2:1][CH2:2][CH2:3][CH3:4])[C:6]1=[O:19].